The task is: Predict which catalyst facilitates the given reaction.. This data is from Catalyst prediction with 721,799 reactions and 888 catalyst types from USPTO. (1) Reactant: [CH2:1]([O:3][C:4]([C:6]1[C:7]([OH:25])=[C:8]2[C:14](Br)=[C:13](Br)[N:12]([CH2:17][C:18]3[CH:23]=[CH:22][CH:21]=[C:20]([F:24])[CH:19]=3)[C:9]2=[CH:10][N:11]=1)=[O:5])[CH3:2].C([O-])=O.[NH4+]. Product: [CH2:1]([O:3][C:4]([C:6]1[C:7]([OH:25])=[C:8]2[CH:14]=[CH:13][N:12]([CH2:17][C:18]3[CH:23]=[CH:22][CH:21]=[C:20]([F:24])[CH:19]=3)[C:9]2=[CH:10][N:11]=1)=[O:5])[CH3:2]. The catalyst class is: 45. (2) Reactant: [C:1]([C:5]1[N:10]=[C:9]([N:11]2[CH2:16][CH2:15][N:14]([CH2:17]/[CH:18]=[C:19](\[CH3:32])/[CH2:20][N:21]3[C:30]4[C:25](=[CH:26][CH:27]=[CH:28][CH:29]=4)[CH2:24][CH2:23][C:22]3=[O:31])[CH2:13][CH2:12]2)[CH:8]=[C:7]([C:33]([F:36])([F:35])[F:34])[N:6]=1)([CH3:4])([CH3:3])[CH3:2]. Product: [C:1]([C:5]1[N:10]=[C:9]([N:11]2[CH2:12][CH2:13][N:14]([CH2:17][CH2:18][CH:19]([CH3:32])[CH2:20][N:21]3[C:30]4[C:25](=[CH:26][CH:27]=[CH:28][CH:29]=4)[CH2:24][CH2:23][C:22]3=[O:31])[CH2:15][CH2:16]2)[CH:8]=[C:7]([C:33]([F:35])([F:36])[F:34])[N:6]=1)([CH3:2])([CH3:3])[CH3:4]. The catalyst class is: 19. (3) Reactant: [NH:1]1[C:9]2[C:4](=[CH:5][CH:6]=[CH:7][N:8]=2)[CH:3]=[CH:2]1.[Br:10][C:11]1[CH:16]=[CH:15][N:14]=[C:13]2[NH:17][CH:18]=[CH:19][C:12]=12.CC(C)([O-])C.[K+].[N+:26]([C:29]1[CH:35]=[CH:34][C:32]([NH2:33])=[CH:31][CH:30]=1)([O-:28])=[O:27].[Cl-].[NH4+]. Product: [Br:10][C:11]1[CH:16]=[CH:15][N:14]=[C:13]2[NH:17][CH:18]=[CH:19][C:12]=12.[N+:26]([C:29]1[CH:35]=[CH:34][C:32]([NH:33][C:5]2[C:4]3[CH:3]=[CH:2][NH:1][C:9]=3[N:8]=[CH:7][CH:6]=2)=[CH:31][CH:30]=1)([O-:28])=[O:27]. The catalyst class is: 423. (4) Reactant: [CH2:1]([N:3]1[C:7]2=[N:8][C:9]([CH2:48][CH3:49])=[C:10]([CH2:19][NH:20][C:21]([C:23]3[CH:28]=[CH:27][CH:26]=[C:25]([C:29]([NH:31][CH2:32][C:33]4[C:34](C)=[C:35]([C:39]5[CH:44]=[CH:43][CH:42]=[C:41]([CH:45]=O)[CH:40]=5)[CH:36]=[CH:37][CH:38]=4)=[O:30])[CH:24]=3)=[O:22])[C:11]([NH:12][CH:13]3[CH2:18][CH2:17][O:16][CH2:15][CH2:14]3)=[C:6]2[CH:5]=[N:4]1)[CH3:2].[CH3:50][C@@H:51]1[CH2:56][NH:55][CH2:54][C@H:53]([CH3:57])[NH:52]1.C(O[BH-](OC(=O)C)OC(=O)C)(=O)C.[Na+].CC(O)=O. Product: [CH2:1]([N:3]1[C:7]2=[N:8][C:9]([CH2:48][CH3:49])=[C:10]([CH2:19][NH:20][C:21]([C:23]3[CH:28]=[CH:27][CH:26]=[C:25]([C:29]([NH:31][CH2:32][C:33]4[CH:34]=[C:35]([C:39]5[CH:44]=[CH:43][CH:42]=[C:41]([CH2:45][N:55]6[CH2:54][C@H:53]([CH3:57])[NH:52][C@H:51]([CH3:50])[CH2:56]6)[CH:40]=5)[CH:36]=[CH:37][CH:38]=4)=[O:30])[CH:24]=3)=[O:22])[C:11]([NH:12][CH:13]3[CH2:14][CH2:15][O:16][CH2:17][CH2:18]3)=[C:6]2[CH:5]=[N:4]1)[CH3:2]. The catalyst class is: 26. (5) Reactant: [N:1]1([CH:6]2[CH2:20][C@@H:9]3[CH2:10][N:11]([C:13]([O:15][C:16]([CH3:19])([CH3:18])[CH3:17])=[O:14])[CH2:12][C@@H:8]3[C:7]2=[O:21])[CH:5]=[CH:4][N:3]=[CH:2]1.[BH4-].[Na+]. Product: [OH:21][CH:7]1[C@@H:8]2[C@@H:9]([CH2:10][N:11]([C:13]([O:15][C:16]([CH3:17])([CH3:18])[CH3:19])=[O:14])[CH2:12]2)[CH2:20][CH:6]1[N:1]1[CH:5]=[CH:4][N:3]=[CH:2]1. The catalyst class is: 5. (6) Reactant: C[O:2][CH2:3][CH2:4][O:5][CH2:6][CH2:7][O:8][CH2:9][CH2:10][O:11][CH2:12][CH2:13][O:14][CH2:15][CH2:16][O:17][CH2:18][CH2:19][O:20][CH2:21][CH2:22][O:23][CH2:24][CH2:25][O:26][CH2:27][CH2:28][O:29][CH2:30]C1C=CC=CC=1. Product: [CH3:30][O:29][CH2:28][CH2:27][O:26][CH2:25][CH2:24][O:23][CH2:22][CH2:21][O:20][CH2:19][CH2:18][O:17][CH2:16][CH2:15][O:14][CH2:13][CH2:12][O:11][CH2:10][CH2:9][O:8][CH2:7][CH2:6][O:5][CH2:4][CH2:3][OH:2]. The catalyst class is: 29. (7) Product: [C:9]1([Se:8][C:19]([C:17]([O:16][CH3:15])=[O:18])([CH2:26][CH2:27][CH2:28][CH2:29][CH2:30][CH2:31][CH2:32][CH2:33][CH2:34][CH2:35][CH2:36][CH3:37])[C:20](=[O:25])[C:21]([O:23][CH3:24])=[O:22])[CH:14]=[CH:13][CH:12]=[CH:11][CH:10]=1. Reactant: N1CCOCC1.Br[Se:8][C:9]1[CH:14]=[CH:13][CH:12]=[CH:11][CH:10]=1.[CH3:15][O:16][C:17]([CH:19]([CH2:26][CH2:27][CH2:28][CH2:29][CH2:30][CH2:31][CH2:32][CH2:33][CH2:34][CH2:35][CH2:36][CH3:37])[C:20](=[O:25])[C:21]([O:23][CH3:24])=[O:22])=[O:18]. The catalyst class is: 2. (8) Reactant: C(=O)([O-])[O-].[Cs+].[Cs+].Cl[CH:8]([C:12]1[C:13]([CH:28]2[CH2:30][CH2:29]2)=[N:14][C:15]([C:18]2[CH:23]=[CH:22][C:21]([C:24]([F:27])([F:26])[F:25])=[CH:20][CH:19]=2)=[N:16][CH:17]=1)[CH2:9][CH2:10][CH3:11].[C:31]([O:35][C:36](=[O:47])[CH2:37][O:38][C:39]1[CH:44]=[CH:43][C:42]([SH:45])=[CH:41][C:40]=1[CH3:46])([CH3:34])([CH3:33])[CH3:32]. Product: [C:31]([O:35][C:36](=[O:47])[CH2:37][O:38][C:39]1[CH:44]=[CH:43][C:42]([S:45][CH:8]([C:12]2[C:13]([CH:28]3[CH2:30][CH2:29]3)=[N:14][C:15]([C:18]3[CH:23]=[CH:22][C:21]([C:24]([F:27])([F:26])[F:25])=[CH:20][CH:19]=3)=[N:16][CH:17]=2)[CH2:9][CH2:10][CH3:11])=[CH:41][C:40]=1[CH3:46])([CH3:34])([CH3:33])[CH3:32]. The catalyst class is: 215. (9) Reactant: C(N([C:13]1[CH:18]=[CH:17][C:16]([Cl:19])=[CH:15][CH:14]=1)CC(O)=O)(OC(C)(C)C)=O.C1N=CN([C:25]([N:27]2[CH:31]=[N:30][CH:29]=[CH:28]2)=[O:26])C=1.Cl.NC[C:35]1[CH:36]=[C:37]2[C:41](=[CH:42][CH:43]=1)[C:40](=[O:44])[N:39]([CH:45]1[CH2:50][CH2:49][C:48](=[O:51])[NH:47][C:46]1=[O:52])[CH2:38]2.[OH2:53]. Product: [Cl:19][C:16]1[CH:15]=[CH:14][C:13]([CH:28]([NH:27][C:25](=[O:26])[O:44][CH2:40][CH2:41][CH2:37][CH3:36])[C:29]([NH:30][CH2:31][C:35]2[CH:36]=[C:37]3[C:41](=[CH:42][CH:43]=2)[C:40](=[O:44])[N:39]([CH:45]2[CH2:50][CH2:49][C:48](=[O:51])[NH:47][C:46]2=[O:52])[CH2:38]3)=[O:53])=[CH:18][CH:17]=1. The catalyst class is: 3. (10) Reactant: [CH3:1][N:2]([CH3:31])[C:3](=[O:30])[C@@H:4]([NH:12]C(=O)OCC1C2C=CC=CC=2C2C1=CC=CC=2)[CH2:5][C:6]1[CH:11]=[CH:10][CH:9]=[CH:8][N:7]=1.CO.CNC.CO. Product: [NH2:12][C@@H:4]([CH2:5][C:6]1[CH:11]=[CH:10][CH:9]=[CH:8][N:7]=1)[C:3]([N:2]([CH3:31])[CH3:1])=[O:30]. The catalyst class is: 1.